This data is from NCI-60 drug combinations with 297,098 pairs across 59 cell lines. The task is: Regression. Given two drug SMILES strings and cell line genomic features, predict the synergy score measuring deviation from expected non-interaction effect. (1) Drug 1: CC(C1=C(C=CC(=C1Cl)F)Cl)OC2=C(N=CC(=C2)C3=CN(N=C3)C4CCNCC4)N. Drug 2: CN1C(=O)N2C=NC(=C2N=N1)C(=O)N. Cell line: RPMI-8226. Synergy scores: CSS=-5.45, Synergy_ZIP=4.72, Synergy_Bliss=2.89, Synergy_Loewe=-12.9, Synergy_HSA=-7.19. (2) Drug 1: CCC1(CC2CC(C3=C(CCN(C2)C1)C4=CC=CC=C4N3)(C5=C(C=C6C(=C5)C78CCN9C7C(C=CC9)(C(C(C8N6C=O)(C(=O)OC)O)OC(=O)C)CC)OC)C(=O)OC)O.OS(=O)(=O)O. Drug 2: CCN(CC)CCCC(C)NC1=C2C=C(C=CC2=NC3=C1C=CC(=C3)Cl)OC. Cell line: HCT116. Synergy scores: CSS=36.6, Synergy_ZIP=5.30, Synergy_Bliss=1.83, Synergy_Loewe=3.85, Synergy_HSA=0.862. (3) Drug 2: CCC1(C2=C(COC1=O)C(=O)N3CC4=CC5=C(C=CC(=C5CN(C)C)O)N=C4C3=C2)O.Cl. Drug 1: C1CC(=O)NC(=O)C1N2CC3=C(C2=O)C=CC=C3N. Cell line: UACC-257. Synergy scores: CSS=10.3, Synergy_ZIP=-1.91, Synergy_Bliss=0.710, Synergy_Loewe=-5.07, Synergy_HSA=1.18. (4) Cell line: M14. Drug 2: C1CN(P(=O)(OC1)NCCCl)CCCl. Drug 1: C1CN(CCN1C(=O)CCBr)C(=O)CCBr. Synergy scores: CSS=17.0, Synergy_ZIP=-0.250, Synergy_Bliss=0.859, Synergy_Loewe=-11.1, Synergy_HSA=-3.44. (5) Drug 1: CCC1(CC2CC(C3=C(CCN(C2)C1)C4=CC=CC=C4N3)(C5=C(C=C6C(=C5)C78CCN9C7C(C=CC9)(C(C(C8N6C=O)(C(=O)OC)O)OC(=O)C)CC)OC)C(=O)OC)O.OS(=O)(=O)O. Drug 2: COCCOC1=C(C=C2C(=C1)C(=NC=N2)NC3=CC=CC(=C3)C#C)OCCOC.Cl. Cell line: MOLT-4. Synergy scores: CSS=33.7, Synergy_ZIP=0.339, Synergy_Bliss=-2.92, Synergy_Loewe=-52.5, Synergy_HSA=-3.62. (6) Drug 1: COC1=CC(=CC(=C1O)OC)C2C3C(COC3=O)C(C4=CC5=C(C=C24)OCO5)OC6C(C(C7C(O6)COC(O7)C8=CC=CS8)O)O. Drug 2: C1C(C(OC1N2C=C(C(=O)NC2=O)F)CO)O. Cell line: RPMI-8226. Synergy scores: CSS=56.2, Synergy_ZIP=-10.8, Synergy_Bliss=-13.8, Synergy_Loewe=-9.28, Synergy_HSA=-5.09.